From a dataset of Serine/threonine kinase 33 screen with 319,792 compounds. Binary Classification. Given a drug SMILES string, predict its activity (active/inactive) in a high-throughput screening assay against a specified biological target. (1) The result is 0 (inactive). The compound is Clc1c(C(=O)Nc2cc(ccc2)C(=O)N\N=C\c2c(OC)cc(OC)cc2)cccc1. (2) The drug is O=C1C(N2CCN(CC2)c2ncccc2)=C(N2CCN(CC2)C(OCC)=O)C1=O. The result is 0 (inactive). (3) The drug is O=C(N(CCN1CCCC1)CC)C1CN(CCCN2CCOCC2)C(=O)CC1. The result is 0 (inactive).